Dataset: Full USPTO retrosynthesis dataset with 1.9M reactions from patents (1976-2016). Task: Predict the reactants needed to synthesize the given product. (1) Given the product [C:29]([N:11]1[C:10]([CH2:3][C:4]2[CH:9]=[CH:8][CH:7]=[CH:6][CH:5]=2)([CH3:28])[C:15](=[O:16])[N:14]([CH3:17])/[C:13](=[CH:18]\[C:19]2[C:20]([C:25]#[N:26])=[N:21][CH:22]=[CH:23][CH:24]=2)/[C:12]1=[O:27])(=[O:31])[CH3:30], predict the reactants needed to synthesize it. The reactants are: [H-].[Na+].[CH2:3]([C:10]1([CH3:28])[C:15](=[O:16])[N:14]([CH3:17])/[C:13](=[CH:18]\[C:19]2[C:20]([C:25]#[N:26])=[N:21][CH:22]=[CH:23][CH:24]=2)/[C:12](=[O:27])[NH:11]1)[C:4]1[CH:9]=[CH:8][CH:7]=[CH:6][CH:5]=1.[C:29](Cl)(=[O:31])[CH3:30].C(O)(=O)CC(CC(O)=O)(C(O)=O)O. (2) Given the product [C:24]([C:27]1[S:31][C:30]([N:32]2[CH2:36][CH2:35][N:34]([CH2:37][C:38]3[CH:39]=[C:40]([CH:45]=[CH:46][CH:47]=3)[C:41]([OH:43])=[O:42])[C:33]2=[O:48])=[N:29][C:28]=1[CH3:49])(=[O:26])[CH3:25], predict the reactants needed to synthesize it. The reactants are: CC1N=C(N2CCN(C3C=CC=CC=3)C2=O)SC=1C(OCC)=O.[C:24]([C:27]1[S:31][C:30]([N:32]2[CH2:36][CH2:35][N:34]([CH2:37][C:38]3[CH:39]=[C:40]([CH:45]=[CH:46][CH:47]=3)[C:41]([O:43]C)=[O:42])[C:33]2=[O:48])=[N:29][C:28]=1[CH3:49])(=[O:26])[CH3:25]. (3) Given the product [F:23][C:2]([F:1])([F:22])[C:3]1[CH:17]=[C:16]([C:18]([F:21])([F:20])[F:19])[CH:15]=[CH:14][C:4]=1[CH2:5][N:6]1[CH2:11][CH2:10][CH:9](/[CH:12]=[C:34]2/[C:30]([NH:29][C@@H:26]([CH2:25][OH:24])[C:27]#[CH:28])=[N:31][C:32](=[O:35])[S:33]/2)[CH2:8][CH2:7]1, predict the reactants needed to synthesize it. The reactants are: [F:1][C:2]([F:23])([F:22])[C:3]1[CH:17]=[C:16]([C:18]([F:21])([F:20])[F:19])[CH:15]=[CH:14][C:4]=1[CH2:5][N:6]1[CH2:11][CH2:10][CH:9]([CH:12]=O)[CH2:8][CH2:7]1.[OH:24][CH2:25][C@H:26]([NH:29][C:30]1[CH2:34][S:33][C:32](=[O:35])[N:31]=1)[C:27]#[CH:28].C([O-])(=O)C.[NH2+]1CCCCC1. (4) Given the product [CH:33]1([N:39]([CH2:40][CH3:41])[C:8]([NH:10][C:11]2[C:12]3[CH2:13][CH2:14][CH2:15][CH:16]([C:21]4[N:22]=[CH:23][NH:24][CH:25]=4)[C:17]=3[CH:18]=[CH:19][CH:20]=2)=[O:9])[CH2:38][CH2:37][CH2:36][CH2:35][CH2:34]1, predict the reactants needed to synthesize it. The reactants are: O([C:8]([NH:10][C:11]1[CH:20]=[CH:19][CH:18]=[C:17]2[C:12]=1[CH2:13][CH2:14][CH2:15][CH:16]2[C:21]1[N:22]=[CH:23][N:24](C(OC(C)(C)C)=O)[CH:25]=1)=[O:9])C1C=CC=CC=1.[CH:33]1([NH:39][CH2:40][CH3:41])[CH2:38][CH2:37][CH2:36][CH2:35][CH2:34]1. (5) Given the product [ClH:7].[Cl:7][C:8]1[CH:9]=[C:10]([CH2:11][NH2:12])[CH:13]=[C:14]([S:16][CH3:17])[CH:15]=1, predict the reactants needed to synthesize it. The reactants are: [H-].[Al+3].[Li+].[H-].[H-].[H-].[Cl:7][C:8]1[CH:9]=[C:10]([CH:13]=[C:14]([S:16][CH3:17])[CH:15]=1)[C:11]#[N:12].O.O.O.O.O.O.O.O.O.O.[O-]S([O-])(=O)=O.[Na+].[Na+]. (6) Given the product [Cl:23][C:19]1[CH:20]=[C:21]([Cl:22])[CH:16]=[CH:17][C:18]=1[C:24](=[O:25])[CH2:26][N:1]1[C:5]([C:6]([O:8][CH2:9][CH3:10])=[O:7])=[CH:4][C:3]([C:11]([O:13][CH2:14][CH3:15])=[O:12])=[N:2]1, predict the reactants needed to synthesize it. The reactants are: [NH:1]1[C:5]([C:6]([O:8][CH2:9][CH3:10])=[O:7])=[CH:4][C:3]([C:11]([O:13][CH2:14][CH3:15])=[O:12])=[N:2]1.[CH:16]1[C:21]([Cl:22])=[CH:20][C:19]([Cl:23])=[C:18]([C:24]([CH2:26]Br)=[O:25])[CH:17]=1.C(=O)([O-])[O-].[K+].[K+].